From a dataset of Reaction yield outcomes from USPTO patents with 853,638 reactions. Predict the reaction yield, written as a fraction of the theoretical maximum amount of product (1.0 means a 100% yield; for example, 0.34 means a 34% yield). (1) The reactants are [C:1]([O:5][C:6]([NH:8][C@H:9]([C@@H:17]1[O:21][C:20](=[O:22])[CH:19]([C:23](OCC)=O)[CH2:18]1)[CH2:10][C:11]1[CH:16]=[CH:15][CH:14]=[CH:13][CH:12]=1)=[O:7])([CH3:4])([CH3:3])[CH3:2].CC[O-].[Na+].BrC[C:34]1[CH:39]=[CH:38][C:37]([C:40]2[CH:45]=[CH:44][CH:43]=[CH:42][N:41]=2)=[CH:36][CH:35]=1.C(O)(=O)CC(CC(O)=O)(C(O)=O)O. The catalyst is C(O)C.O. The product is [O:22]=[C:20]1[O:21][C@@H:17]([C@@H:9]([NH:8][C:6](=[O:7])[O:5][C:1]([CH3:4])([CH3:3])[CH3:2])[CH2:10][C:11]2[CH:12]=[CH:13][CH:14]=[CH:15][CH:16]=2)[CH2:18][CH:19]1[CH2:23][C:34]1[CH:35]=[CH:36][C:37]([C:40]2[CH:45]=[CH:44][CH:43]=[CH:42][N:41]=2)=[CH:38][CH:39]=1. The yield is 0.630. (2) The reactants are [F:1][C:2]1[CH:25]=[CH:24][CH:23]=[CH:22][C:3]=1[CH2:4][C:5]1[N:9]([CH2:10][C:11]2[CH:16]=[CH:15][C:14]([O:17][CH3:18])=[CH:13][CH:12]=2)[N:8]=[CH:7][C:6]=1[CH:19]=[N:20][OH:21].[Cl:26]N1C(=O)CCC1=O.C(OCC)(=O)C. The catalyst is CN(C=O)C. The product is [F:1][C:2]1[CH:25]=[CH:24][CH:23]=[CH:22][C:3]=1[CH2:4][C:5]1[N:9]([CH2:10][C:11]2[CH:12]=[CH:13][C:14]([O:17][CH3:18])=[CH:15][CH:16]=2)[N:8]=[CH:7][C:6]=1[C:19]([Cl:26])=[N:20][OH:21]. The yield is 0.730. (3) The reactants are [S:1]([N:11]1[C:15]2[N:16]=[CH:17][C:18]3[N:19]([CH:20]=[N:21][N:22]=3)[C:14]=2[CH:13]=[CH:12]1)([C:4]1[CH:10]=[CH:9][C:7]([CH3:8])=[CH:6][CH:5]=1)(=[O:3])=[O:2].CN(C(ON1N=NC2C=CC=NC1=2)=[N+](C)C)C.F[P-](F)(F)(F)(F)F.CCN(C(C)C)C(C)C.Cl[C:57]1[C:58](=[O:69])[C:59](C#N)=[C:60]([C:65]#N)[C:61](=O)[C:62]=1Cl. The catalyst is C(Cl)Cl.O. The product is [CH2:61]([CH:60]1[CH:65]([C:20]2[N:19]3[C:14]4[CH:13]=[CH:12][N:11]([S:1]([C:4]5[CH:10]=[CH:9][C:7]([CH3:8])=[CH:6][CH:5]=5)(=[O:2])=[O:3])[C:15]=4[N:16]=[CH:17][C:18]3=[N:22][N:21]=2)[CH2:57][CH:58]([OH:69])[CH2:59]1)[CH3:62]. The yield is 0.750. (4) The product is [CH2:1]([C@H:8]([NH:39][C:40](=[O:57])[C@H:41]([CH2:53][CH:54]([CH3:55])[CH3:56])[NH2:42])[C@@H:9]([OH:38])[CH2:10][C@@H:11]([NH:25][C:26](=[O:37])[C@H:27]([C:33]([CH3:36])([CH3:35])[CH3:34])[NH:28][C:29]([O:31][CH3:32])=[O:30])[CH2:12][C:13]1[CH:18]=[CH:17][C:16]([C:19]2[CH:24]=[CH:23][CH:22]=[CH:21][N:20]=2)=[CH:15][CH:14]=1)[C:2]1[CH:7]=[CH:6][CH:5]=[CH:4][CH:3]=1. The reactants are [CH2:1]([C@H:8]([NH:39][C:40](=[O:57])[C@H:41]([CH2:53][CH:54]([CH3:56])[CH3:55])[NH:42]C(OCC1C=CC=CC=1)=O)[C@@H:9]([OH:38])[CH2:10][C@@H:11]([NH:25][C:26](=[O:37])[C@H:27]([C:33]([CH3:36])([CH3:35])[CH3:34])[NH:28][C:29]([O:31][CH3:32])=[O:30])[CH2:12][C:13]1[CH:18]=[CH:17][C:16]([C:19]2[CH:24]=[CH:23][CH:22]=[CH:21][N:20]=2)=[CH:15][CH:14]=1)[C:2]1[CH:7]=[CH:6][CH:5]=[CH:4][CH:3]=1.Cl.[H][H]. The yield is 1.00. The catalyst is C(OCC)(=O)C.CO.O1CCOCC1.[Pd]. (5) The reactants are F.F.F.C(N(CC)CC)C.C(N(CC)CC)C.[Si]([O:35][CH2:36][C@H:37]1[O:41][C@@H:40]([N:42]2[CH:49]=[C:48]([CH3:50])[C:46](=[O:47])[NH:45][C:43]2=[O:44])[C@H:39]([O:51][CH2:52][CH2:53][O:54][N:55]([CH3:57])[CH3:56])[C@@H:38]1[OH:58])(C(C)(C)C)(C1C=CC=CC=1)C1C=CC=CC=1.CO. The catalyst is C1COCC1.C(Cl)Cl. The product is [CH3:56][N:55]([CH3:57])[O:54][CH2:53][CH2:52][O:51][C@@H:39]1[C@H:38]([OH:58])[C@@H:37]([CH2:36][OH:35])[O:41][C@H:40]1[N:42]1[CH:49]=[C:48]([CH3:50])[C:46](=[O:47])[NH:45][C:43]1=[O:44]. The yield is 0.925. (6) The reactants are [CH:1](NC(C)C)(C)C.[Li]CCCC.[Cl:13][C:14]1[CH:15]=[C:16]([C:20]2[O:24][N:23]=[C:22]([C@H:25]([O:27][C:28]3[N:29]([CH3:39])[C:30]([C:33]4[CH:38]=[CH:37][N:36]=[CH:35][CH:34]=4)=[N:31][N:32]=3)[CH3:26])[N:21]=2)[CH:17]=[CH:18][CH:19]=1.CI.[NH4+].[Cl-]. The catalyst is C1COCC1. The product is [Cl:13][C:14]1[CH:15]=[C:16]([C:20]2[O:24][N:23]=[C:22]([C:25]([CH3:1])([O:27][C:28]3[N:29]([CH3:39])[C:30]([C:33]4[CH:34]=[CH:35][N:36]=[CH:37][CH:38]=4)=[N:31][N:32]=3)[CH3:26])[N:21]=2)[CH:17]=[CH:18][CH:19]=1. The yield is 0.200.